The task is: Predict the product of the given reaction.. This data is from Forward reaction prediction with 1.9M reactions from USPTO patents (1976-2016). (1) The product is: [CH3:37][O:38][C:39]1[CH:40]=[C:41]([CH2:42][CH2:43][NH:44][C:3]([C:5]2[N:14]3[C:8]([CH2:9][N:10]([C:19]([C:21]4[CH:26]=[CH:25][C:24]([C:27]5[CH:32]=[CH:31][CH:30]=[CH:29][C:28]=5[CH3:33])=[C:23]([CH3:34])[CH:22]=4)=[O:20])[C:11]4[CH:18]=[CH:17][CH:16]=[CH:15][C:12]=4[CH2:13]3)=[CH:7][CH:6]=2)=[O:4])[CH:45]=[CH:46][C:47]=1[O:48][CH3:49]. Given the reactants ClC(Cl)(Cl)[C:3]([C:5]1[N:14]2[C:8]([CH2:9][N:10]([C:19]([C:21]3[CH:26]=[CH:25][C:24]([C:27]4[CH:32]=[CH:31][CH:30]=[CH:29][C:28]=4[CH3:33])=[C:23]([CH3:34])[CH:22]=3)=[O:20])[C:11]3[CH:18]=[CH:17][CH:16]=[CH:15][C:12]=3[CH2:13]2)=[CH:7][CH:6]=1)=[O:4].[CH3:37][O:38][C:39]1[CH:40]=[C:41]([CH:45]=[CH:46][C:47]=1[O:48][CH3:49])[CH2:42][CH2:43][NH2:44], predict the reaction product. (2) Given the reactants [CH3:1][C:2]1[CH:7]=[CH:6][CH:5]=[CH:4][C:3]=1[N:8]1[C:12]([C:13]2[C:14]([O:35]CC3C=CC=CC=3)=[CH:15][C:16]([O:27]CC3C=CC=CC=3)=[C:17]([CH:26]=2)[C:18]([N:20]([CH3:25])[CH2:21][CH2:22][CH2:23][CH3:24])=[O:19])=[N:11][N:10]=[C:9]1[OH:43].[H][H], predict the reaction product. The product is: [CH3:1][C:2]1[CH:7]=[CH:6][CH:5]=[CH:4][C:3]=1[N:8]1[C:12]([C:13]2[C:14]([OH:35])=[CH:15][C:16]([OH:27])=[C:17]([CH:26]=2)[C:18]([N:20]([CH3:25])[CH2:21][CH2:22][CH2:23][CH3:24])=[O:19])=[N:11][N:10]=[C:9]1[OH:43]. (3) Given the reactants [C:1]1([S:7]([N:10]2[C:14]3=[N:15][CH:16]=[C:17]([C:19]4[CH:20]=[CH:21][C:22]5[O:26][CH2:25][CH2:24][C:23]=5[CH:27]=4)[CH:18]=[C:13]3[C:12]([C:28]3[CH:29]=[N:30][N:31](C(C4C=CC=CC=4)(C4C=CC=CC=4)C4C=CC=CC=4)[CH:32]=3)=[CH:11]2)(=[O:9])=[O:8])[CH:6]=[CH:5][CH:4]=[CH:3][CH:2]=1.C([SiH](C(C)C)C(C)C)(C)C.C(O)(C(F)(F)F)=O, predict the reaction product. The product is: [C:1]1([S:7]([N:10]2[C:14]3=[N:15][CH:16]=[C:17]([C:19]4[CH:20]=[CH:21][C:22]5[O:26][CH2:25][CH2:24][C:23]=5[CH:27]=4)[CH:18]=[C:13]3[C:12]([C:28]3[CH:29]=[N:30][NH:31][CH:32]=3)=[CH:11]2)(=[O:8])=[O:9])[CH:2]=[CH:3][CH:4]=[CH:5][CH:6]=1. (4) Given the reactants Cl.Cl.Cl.[NH2:4][C@@H:5]1[CH2:9][CH2:8][N:7]([CH:10]2[CH2:15][CH2:14][C:13]([C:17]3[S:21][C:20]([CH:22]([CH3:24])[CH3:23])=[N:19][CH:18]=3)([OH:16])[CH2:12][CH2:11]2)[CH2:6]1.[O:25]=[C:26]([C:32]1[CH:37]=[CH:36][CH:35]=[C:34]([C:38]([F:41])([F:40])[F:39])[CH:33]=1)[CH2:27][CH2:28][C:29](O)=[O:30].CCN(CC)CC.F[P-](F)(F)(F)(F)F.N1(O[P+](N(C)C)(N(C)C)N(C)C)C2C=CC=CC=2N=N1, predict the reaction product. The product is: [OH:16][C:13]1([C:17]2[S:21][C:20]([CH:22]([CH3:24])[CH3:23])=[N:19][CH:18]=2)[CH2:12][CH2:11][CH:10]([N:7]2[CH2:8][CH2:9][C@@H:5]([NH:4][C:29](=[O:30])[CH2:28][CH2:27][C:26](=[O:25])[C:32]3[CH:37]=[CH:36][CH:35]=[C:34]([C:38]([F:41])([F:39])[F:40])[CH:33]=3)[CH2:6]2)[CH2:15][CH2:14]1. (5) Given the reactants [CH2:1]([C:8]1[N:12]([CH:13]([CH:23]2[CH2:28][CH2:27][CH2:26]CC2)[C:14]([NH:16][CH:17]2[CH2:22][CH2:21][CH2:20][CH2:19][CH2:18]2)=[O:15])[C:11]2[CH:29]=[C:30]([Cl:34])[C:31]([F:33])=[CH:32][C:10]=2[N:9]=1)[C:2]1[CH:7]=[CH:6][CH:5]=[CH:4][CH:3]=1.C1([CH:41]=[O:42])CCCCC1.[S:43]1CCC(CC=O)[CH2:45][CH2:44]1.ClC1C=C(CC(O)=O)C=CC=1.COC(C(O)=O)C1C=CC=CC=1, predict the reaction product. The product is: [Cl:34][C:30]1[C:31]([F:33])=[CH:32][C:10]2[N:9]=[C:8]([CH:1]([O:42][CH3:41])[C:2]3[CH:7]=[CH:6][CH:5]=[CH:4][CH:3]=3)[N:12]([CH:13]([CH2:23][CH:28]3[CH2:27][CH2:26][S:43][CH2:44][CH2:45]3)[C:14]([NH:16][CH:17]3[CH2:22][CH2:21][CH2:20][CH2:19][CH2:18]3)=[O:15])[C:11]=2[CH:29]=1. (6) The product is: [NH2:48][C:22]1[C:17]2[N:18]([C:39]([CH:40]3[CH2:41][CH2:42][CH2:37]3)=[N:38][C:15]=2[C:11]2[CH:12]=[CH:13][CH:14]=[C:9]([O:8][CH2:1][C:2]3[CH:7]=[CH:6][CH:5]=[CH:4][CH:3]=3)[C:10]=2[F:24])[CH:19]=[CH:20][N:21]=1. Given the reactants [CH2:1]([O:8][C:9]1[C:10]([F:24])=[C:11]([CH:15]([C:17]2[C:22](Cl)=[N:21][CH:20]=[CH:19][N:18]=2)O)[CH:12]=[CH:13][CH:14]=1)[C:2]1[CH:7]=[CH:6][CH:5]=[CH:4][CH:3]=1.[Li]CCCC.CCCCCC.C[C:37]1(C)[CH2:42][CH2:41][CH2:40][C:39](C)(C)[NH:38]1.ClC1C=NC=C[N:48]=1.C(OC1C(F)=C(C=CC=1)C=O)C1C=CC=CC=1, predict the reaction product. (7) Given the reactants [Br:1][C:2]1[N:7]=[C:6]2[C:8]([C:11]([OH:13])=O)=[CH:9][NH:10][C:5]2=[N:4][CH:3]=1.[CH3:14][C:15]([NH2:18])([CH3:17])[CH3:16].CCN=C=NCCCN(C)C.O, predict the reaction product. The product is: [Br:1][C:2]1[N:7]=[C:6]2[C:8]([C:11]([NH:18][C:15]([CH3:17])([CH3:16])[CH3:14])=[O:13])=[CH:9][NH:10][C:5]2=[N:4][CH:3]=1. (8) Given the reactants [CH3:1][C:2]1[NH:6][C:5]2[CH:7]=[CH:8][C:9]3[C:10](=[O:21])[CH2:11][CH:12]([C:15]4[CH:20]=[CH:19][CH:18]=[CH:17][CH:16]=4)[O:13][C:14]=3[C:4]=2[N:3]=1.[BH4-].[Na+].C[OH:25], predict the reaction product. The product is: [OH:21][C@@H:10]1[C:9]2[CH:8]=[CH:7][C:5]3[NH:6][C:2]([CH3:1])=[N:3][C:4]=3[C:14]=2[O:13][C@H:12]([C:15]2[CH:16]=[CH:17][CH:18]=[CH:19][CH:20]=2)[C@H:11]1[OH:25].